Dataset: Forward reaction prediction with 1.9M reactions from USPTO patents (1976-2016). Task: Predict the product of the given reaction. The product is: [O:41]=[C:39]1[NH:38][C:35]2=[N:36][CH:37]=[C:32]([NH:31][C:19]([C:6]3[N:7]([CH2:11][C:12]4[CH:17]=[CH:16][CH:15]=[C:14]([F:18])[CH:13]=4)[C:8]4[C:4]([CH:5]=3)=[CH:3][C:2]([F:1])=[CH:10][CH:9]=4)=[O:20])[CH:33]=[C:34]2[CH2:40]1. Given the reactants [F:1][C:2]1[CH:3]=[C:4]2[C:8](=[CH:9][CH:10]=1)[N:7]([CH2:11][C:12]1[CH:17]=[CH:16][CH:15]=[C:14]([F:18])[CH:13]=1)[C:6]([C:19](Cl)=[O:20])=[CH:5]2.C(N(CC)CC)C.Br.Br.[NH2:31][C:32]1[CH:33]=[C:34]2[CH2:40][C:39](=[O:41])[NH:38][C:35]2=[N:36][CH:37]=1.O, predict the reaction product.